This data is from Full USPTO retrosynthesis dataset with 1.9M reactions from patents (1976-2016). The task is: Predict the reactants needed to synthesize the given product. (1) Given the product [F:1][C:2]1[CH:3]=[C:4]([C:20]2[CH:19]=[CH:18][C:17]([CH2:16][N:11]3[CH:15]=[CH:14][N:13]=[CH:12]3)=[CH:22][N:21]=2)[CH:5]=[CH:6][CH:7]=1, predict the reactants needed to synthesize it. The reactants are: [F:1][C:2]1[CH:3]=[C:4](B(O)O)[CH:5]=[CH:6][CH:7]=1.[N:11]1([CH2:16][C:17]2[CH:18]=[CH:19][C:20](Br)=[N:21][CH:22]=2)[CH:15]=[CH:14][N:13]=[CH:12]1. (2) Given the product [CH3:64][N:65]([CH2:66][C:67]([O:69][CH2:48][O:47][C@H:18]([C@@H:17]([NH:16][C:14](=[O:15])[C@@H:13]([N:10]1[CH2:11][CH2:12][N:8]([CH2:1][C:2]2[CH:3]=[CH:4][CH:5]=[CH:6][CH:7]=2)[C:9]1=[O:62])[C:58]([CH3:61])([CH3:60])[CH3:59])[CH2:51][C:52]1[CH:57]=[CH:56][CH:55]=[CH:54][CH:53]=1)[CH2:19][C@H:20]([CH2:21][C:22]1[CH:27]=[CH:26][C:25]([C:28]2[CH:33]=[CH:32][CH:31]=[CH:30][N:29]=2)=[CH:24][CH:23]=1)[NH:34][C:35](=[O:46])[C@H:36]([C:42]([CH3:45])([CH3:43])[CH3:44])[NH:37][C:38](=[O:39])[O:40][CH3:41])=[O:68])[CH3:70], predict the reactants needed to synthesize it. The reactants are: [CH2:1]([N:8]1[CH2:12][CH2:11][N:10]([C@@H:13]([C:58]([CH3:61])([CH3:60])[CH3:59])[C:14]([NH:16][C@@H:17]([CH2:51][C:52]2[CH:57]=[CH:56][CH:55]=[CH:54][CH:53]=2)[C@@H:18]([O:47][CH2:48]SC)[CH2:19][C@@H:20]([NH:34][C:35](=[O:46])[C@H:36]([C:42]([CH3:45])([CH3:44])[CH3:43])[NH:37][C:38]([O:40][CH3:41])=[O:39])[CH2:21][C:22]2[CH:27]=[CH:26][C:25]([C:28]3[CH:33]=[CH:32][CH:31]=[CH:30][N:29]=3)=[CH:24][CH:23]=2)=[O:15])[C:9]1=[O:62])[C:2]1[CH:7]=[CH:6][CH:5]=[CH:4][CH:3]=1.Cl.[CH3:64][N:65]([CH3:70])[CH2:66][C:67]([OH:69])=[O:68].IN1C(=O)CCC1=O.Cl. (3) Given the product [F:28][C:24]1[CH:25]=[CH:26][C:27]2[CH:19]([CH2:18][N:8]3[CH2:9][CH2:10][NH:11][CH2:12][C:13]3=[O:14])[CH2:20][CH2:21][C:22]=2[C:23]=1[C:29]#[N:30], predict the reactants needed to synthesize it. The reactants are: C(OC([N:8]([CH2:18][CH:19]1[C:27]2[C:22](=[C:23]([C:29]#[N:30])[C:24]([F:28])=[CH:25][CH:26]=2)[CH2:21][CH2:20]1)[CH2:9][CH2:10][NH:11][CH2:12][C:13](OCC)=[O:14])=O)(C)(C)C.Cl. (4) Given the product [CH2:1]([C@@H:5]([C:12]([N:14]1[CH2:18][CH2:17][CH2:16][C@H:15]1[C:19]([OH:21])=[O:20])=[O:13])[C@@H:6]([F:11])[C:7]([O:9][CH3:10])=[O:8])[CH2:2][CH2:3][CH3:4], predict the reactants needed to synthesize it. The reactants are: [CH2:1]([C@@H:5]([C:12]([N:14]1[CH2:18][CH2:17][CH2:16][C@H:15]1[C:19]([O:21]C(C)(C)C)=[O:20])=[O:13])[C@@H:6]([F:11])[C:7]([O:9][CH3:10])=[O:8])[CH2:2][CH2:3][CH3:4].Cl. (5) Given the product [CH3:1][N:2]1[CH2:3][CH2:4][N:5]([C:8]2[C:9]3[N:16]=[C:15]([C:17]4[C:25]5[C:20](=[CH:21][N:22]=[C:23]([C:26]6[CH:27]=[N:28][CH:29]=[N:30][CH:31]=6)[CH:24]=5)[NH:19][N:18]=4)[NH:14][C:10]=3[CH:11]=[N:12][CH:13]=2)[CH2:6][CH2:7]1, predict the reactants needed to synthesize it. The reactants are: [CH3:1][N:2]1[CH2:7][CH2:6][N:5]([C:8]2[C:9]3[N:16]=[C:15]([C:17]4[C:25]5[C:20](=[CH:21][N:22]=[C:23]([C:26]6[CH:27]=[N:28][CH:29]=[N:30][CH:31]=6)[CH:24]=5)[N:19](C5CCCCO5)[N:18]=4)[NH:14][C:10]=3[CH:11]=[N:12][CH:13]=2)[CH2:4][CH2:3]1.